This data is from Reaction yield outcomes from USPTO patents with 853,638 reactions. The task is: Predict the reaction yield, written as a fraction of the theoretical maximum amount of product (1.0 means a 100% yield; for example, 0.34 means a 34% yield). (1) The reactants are [NH:1]1[CH2:6][CH2:5][O:4][CH2:3][CH2:2]1.Cl[C:8]1[N:13]=[C:12]([Cl:14])[N:11]=[C:10]2[NH:15][N:16]=[CH:17][C:9]=12. The catalyst is C(Cl)Cl.C(N(CC)CC)C. The product is [Cl:14][C:12]1[N:11]=[C:10]2[NH:15][N:16]=[CH:17][C:9]2=[C:8]([N:1]2[CH2:6][CH2:5][O:4][CH2:3][CH2:2]2)[N:13]=1. The yield is 0.910. (2) The reactants are [Cl:1][C:2]1[CH:18]=[CH:17][C:5]2[CH2:6][CH2:7][N:8]([C:11](=[O:16])[C:12]([F:15])([F:14])[F:13])[CH2:9][CH2:10][C:4]=2[C:3]=1OS(C(F)(F)F)(=O)=O.[CH3:27][C:28]1([CH3:43])[CH2:33][CH2:32][CH2:31][CH:30]([O:34][C:35]2[CH:42]=[CH:41][C:38]([CH2:39][NH2:40])=[CH:37][CH:36]=2)[CH2:29]1. The catalyst is O1CCOCC1. The product is [Cl:1][C:2]1[CH:18]=[CH:17][C:5]2[CH2:6][CH2:7][N:8]([C:11](=[O:16])[C:12]([F:15])([F:14])[F:13])[CH2:9][CH2:10][C:4]=2[C:3]=1[NH:40][CH2:39][C:38]1[CH:41]=[CH:42][C:35]([O:34][CH:30]2[CH2:31][CH2:32][CH2:33][C:28]([CH3:43])([CH3:27])[CH2:29]2)=[CH:36][CH:37]=1. The yield is 0.500. (3) The reactants are [CH2:1]([O:3][CH:4]([O:7][CH2:8][CH3:9])[CH2:5][NH2:6])[CH3:2].[CH2:10](Br)[CH2:11][CH:12]([CH3:14])[CH3:13]. No catalyst specified. The product is [CH2:1]([O:3][CH:4]([O:7][CH2:8][CH3:9])[CH2:5][NH:6][CH2:10][CH2:11][CH:12]([CH3:14])[CH3:13])[CH3:2]. The yield is 0.770. (4) The reactants are [Cl:1][C:2]1[CH:7]=[CH:6][C:5]([C@@:8]2([OH:16])[CH2:13][CH2:12][NH:11][CH2:10][C:9]2([CH3:15])[CH3:14])=[CH:4][CH:3]=1.[NH:17]([C:25]([O:27][C:28]([CH3:31])([CH3:30])[CH3:29])=[O:26])[C@@H:18]([C:22](O)=[O:23])[CH:19]([CH3:21])[CH3:20].C(Cl)CCl.C1C=CC2N(O)N=NC=2C=1.C(N(CC)CC)C. The catalyst is C(Cl)Cl. The product is [Cl:1][C:2]1[CH:7]=[CH:6][C:5]([C@@:8]2([OH:16])[CH2:13][CH2:12][N:11]([C:22](=[O:23])[C@H:18]([NH:17][C:25](=[O:26])[O:27][C:28]([CH3:31])([CH3:30])[CH3:29])[CH:19]([CH3:21])[CH3:20])[CH2:10][C:9]2([CH3:14])[CH3:15])=[CH:4][CH:3]=1. The yield is 0.950. (5) The reactants are [F:1][C:2]1[CH:7]=[CH:6][C:5]([C:8]2[C:16]3[C:11](=[CH:12][CH:13]=[C:14]([C:17]4[NH:21][C:20](=[O:22])[O:19][N:18]=4)[CH:15]=3)[N:10](C3CCCCO3)[N:9]=2)=[CH:4][CH:3]=1.Cl.[OH-].[Na+]. The catalyst is O1CCOCC1.CO. The product is [F:1][C:2]1[CH:7]=[CH:6][C:5]([C:8]2[C:16]3[C:11](=[CH:12][CH:13]=[C:14]([C:17]4[NH:21][C:20](=[O:22])[O:19][N:18]=4)[CH:15]=3)[NH:10][N:9]=2)=[CH:4][CH:3]=1. The yield is 0.190.